This data is from Reaction yield outcomes from USPTO patents with 853,638 reactions. The task is: Predict the reaction yield, written as a fraction of the theoretical maximum amount of product (1.0 means a 100% yield; for example, 0.34 means a 34% yield). (1) The reactants are [CH:1]([O:4][C:5]1[CH:10]=[CH:9][C:8]([CH2:11]O)=[CH:7][C:6]=1[C:13]([F:16])([F:15])[F:14])([CH3:3])[CH3:2].O=S(Cl)[Cl:19]. The catalyst is C1(C)C=CC=CC=1. The product is [Cl:19][CH2:11][C:8]1[CH:9]=[CH:10][C:5]([O:4][CH:1]([CH3:3])[CH3:2])=[C:6]([C:13]([F:16])([F:15])[F:14])[CH:7]=1. The yield is 0.990. (2) The reactants are [F:1][C:2]1[CH:3]=[N:4][CH:5]=[CH:6][C:7]=1[CH2:8][C:9]([C:11]1[CH:20]=[CH:19][C:18]2[C:13](=[CH:14][CH:15]=[CH:16][CH:17]=2)[CH:12]=1)=[O:10].[H-].[Na+].Br[CH2:24][C:25]([O:27][CH2:28][CH3:29])=[O:26].[Cl-].[NH4+]. The catalyst is O1CCOCC1. The product is [F:1][C:2]1[CH:3]=[N:4][CH:5]=[CH:6][C:7]=1[CH:8]([C:9]([C:11]1[CH:20]=[CH:19][C:18]2[C:13](=[CH:14][CH:15]=[CH:16][CH:17]=2)[CH:12]=1)=[O:10])[CH2:24][C:25]([O:27][CH2:28][CH3:29])=[O:26]. The yield is 0.740. (3) The reactants are [CH3:1][S:2]([OH:5])(=[O:4])=[O:3].C([NH:13][C:14]1[CH:19]=[CH:18][C:17]([N+:20]([O-])=O)=[CH:16][C:15]=1[S:23]([NH2:26])(=[O:25])=[O:24])C1C=CC=CC=1.O1CCCC1.[H][H]. The catalyst is [Pd].C(O)C.O. The product is [CH3:1][S:2]([OH:5])(=[O:4])=[O:3].[NH2:13][C:14]1[CH:19]=[CH:18][C:17]([NH2:20])=[CH:16][C:15]=1[S:23]([NH2:26])(=[O:24])=[O:25]. The yield is 0.930. (4) The reactants are [Cl:1][C:2]1[CH:3]=[C:4]([NH:10][C:11]2[CH:19]=[CH:18][C:14]([C:15]([OH:17])=O)=[CH:13][N:12]=2)[C:5](=[O:9])[N:6]([CH3:8])[N:7]=1.[CH3:20][C:21]1([OH:27])[CH2:26][CH2:25][NH:24][CH2:23][CH2:22]1.C1C=CC2N(O)N=NC=2C=1.CCN(C(C)C)C(C)C.C(Cl)CCl. The yield is 0.130. The catalyst is CN(C=O)C. The product is [Cl:1][C:2]1[CH:3]=[C:4]([NH:10][C:11]2[CH:19]=[CH:18][C:14]([C:15]([N:24]3[CH2:25][CH2:26][C:21]([OH:27])([CH3:20])[CH2:22][CH2:23]3)=[O:17])=[CH:13][N:12]=2)[C:5](=[O:9])[N:6]([CH3:8])[N:7]=1. (5) The reactants are Br[C:2]1[CH:22]=[CH:21][C:5]([CH2:6][N:7]2[CH2:16][CH2:15][C:14]3[C:9](=[CH:10][CH:11]=[C:12]([C:17]([O:19][CH3:20])=[O:18])[CH:13]=3)[CH2:8]2)=[CH:4][CH:3]=1.CC1(C)C(C)(C)OB([C:31]2[CH2:32][CH2:33][N:34]([C:37]([O:39][C:40]([CH3:43])([CH3:42])[CH3:41])=[O:38])[CH2:35][CH:36]=2)O1.C([O-])([O-])=O.[Na+].[Na+]. The catalyst is COCCOC.O.C1C=CC([P]([Pd]([P](C2C=CC=CC=2)(C2C=CC=CC=2)C2C=CC=CC=2)([P](C2C=CC=CC=2)(C2C=CC=CC=2)C2C=CC=CC=2)[P](C2C=CC=CC=2)(C2C=CC=CC=2)C2C=CC=CC=2)(C2C=CC=CC=2)C2C=CC=CC=2)=CC=1. The product is [C:40]([O:39][C:37]([N:34]1[CH2:33][CH:32]=[C:31]([C:2]2[CH:22]=[CH:21][C:5]([CH2:6][N:7]3[CH2:16][CH2:15][C:14]4[C:9](=[CH:10][CH:11]=[C:12]([C:17]([O:19][CH3:20])=[O:18])[CH:13]=4)[CH2:8]3)=[CH:4][CH:3]=2)[CH2:36][CH2:35]1)=[O:38])([CH3:43])([CH3:41])[CH3:42]. The yield is 0.890. (6) The reactants are CN(C(ON1N=NC2C=CC=NC1=2)=[N+](C)C)C.F[P-](F)(F)(F)(F)F.CCN(C(C)C)C(C)C.[NH2:34][C:35]1[N:40]=[CH:39][C:38]([C:41]2[CH:49]=[CH:48][C:44]([C:45](O)=[O:46])=[C:43]([CH3:50])[CH:42]=2)=[CH:37][C:36]=1[C:51]1[N:52]=[N:53][N:54]([CH:56]([CH3:58])[CH3:57])[CH:55]=1.[NH:59]1[CH2:64][CH2:63][O:62][CH2:61][CH2:60]1. The catalyst is CN(C=O)C. The product is [NH2:34][C:35]1[N:40]=[CH:39][C:38]([C:41]2[CH:49]=[CH:48][C:44]([C:45]([N:59]3[CH2:64][CH2:63][O:62][CH2:61][CH2:60]3)=[O:46])=[C:43]([CH3:50])[CH:42]=2)=[CH:37][C:36]=1[C:51]1[N:52]=[N:53][N:54]([CH:56]([CH3:58])[CH3:57])[CH:55]=1. The yield is 0.614. (7) The reactants are [Si:1]([O:8][C@@H:9]([C@H:14]1[CH2:18][O:17][C:16]([CH3:20])([CH3:19])[N:15]1[C:21]([O:23][C:24]([CH3:27])([CH3:26])[CH3:25])=[O:22])[C@@H:10]([CH3:13])[CH2:11]O)([C:4]([CH3:7])([CH3:6])[CH3:5])([CH3:3])[CH3:2].N(C(OC(C)C)=O)=NC(OC(C)C)=O.C1C=CC(P(C2C=CC=CC=2)C2C=CC=CC=2)=CC=1.C1C=CC(OP(OC2C=CC=CC=2)([N:70]=[N+:71]=[N-:72])=O)=CC=1. The catalyst is C1COCC1. The product is [N:70]([CH2:11][C@H:10]([CH3:13])[C@H:9]([C@H:14]1[CH2:18][O:17][C:16]([CH3:20])([CH3:19])[N:15]1[C:21]([O:23][C:24]([CH3:27])([CH3:26])[CH3:25])=[O:22])[O:8][Si:1]([C:4]([CH3:7])([CH3:6])[CH3:5])([CH3:3])[CH3:2])=[N+:71]=[N-:72]. The yield is 0.600. (8) The reactants are [O:1]=[C:2]1[N:6]([C:7]2[CH:14]=[CH:13][C:10]([C:11]#[N:12])=[C:9]([C:15]([F:18])([F:17])[F:16])[CH:8]=2)[C@@H:5]2[CH2:19][CH2:20][CH2:21][CH2:22][C@H:4]2[NH:3]1.[F:23][C:24]1[CH:30]=[C:29](I)[CH:28]=[CH:27][C:25]=1[NH2:26]. No catalyst specified. The product is [NH2:26][C:25]1[CH:27]=[CH:28][C:29]([N:3]2[CH:4]3[CH2:22][CH2:21][CH2:20][CH2:19][CH:5]3[N:6]([C:7]3[CH:14]=[CH:13][C:10]([C:11]#[N:12])=[C:9]([C:15]([F:18])([F:16])[F:17])[CH:8]=3)[C:2]2=[O:1])=[CH:30][C:24]=1[F:23]. The yield is 0.500. (9) The reactants are [I:1]I.[F:3][C:4]([F:35])([F:34])[O:5][C:6]1[CH:11]=[CH:10][C:9]([C:12]2[CH:17]=[CH:16][C:15]([O:18][C@H:19]([CH2:22][O:23][Si:24]([CH:31]([CH3:33])[CH3:32])([CH:28]([CH3:30])[CH3:29])[CH:25]([CH3:27])[CH3:26])[CH2:20]O)=[CH:14][CH:13]=2)=[CH:8][CH:7]=1.C1(P(C2C=CC=CC=2)C2C=CC=CC=2)C=CC=CC=1.N1C=CN=C1. The catalyst is C1C=CC=CC=1. The product is [I:1][CH2:20][C@H:19]([O:18][C:15]1[CH:16]=[CH:17][C:12]([C:9]2[CH:10]=[CH:11][C:6]([O:5][C:4]([F:35])([F:34])[F:3])=[CH:7][CH:8]=2)=[CH:13][CH:14]=1)[CH2:22][O:23][Si:24]([CH:31]([CH3:33])[CH3:32])([CH:28]([CH3:30])[CH3:29])[CH:25]([CH3:27])[CH3:26]. The yield is 0.810.